From a dataset of NCI-60 drug combinations with 297,098 pairs across 59 cell lines. Regression. Given two drug SMILES strings and cell line genomic features, predict the synergy score measuring deviation from expected non-interaction effect. Drug 1: CN(CC1=CN=C2C(=N1)C(=NC(=N2)N)N)C3=CC=C(C=C3)C(=O)NC(CCC(=O)O)C(=O)O. Drug 2: CC1CCC2CC(C(=CC=CC=CC(CC(C(=O)C(C(C(=CC(C(=O)CC(OC(=O)C3CCCCN3C(=O)C(=O)C1(O2)O)C(C)CC4CCC(C(C4)OC)O)C)C)O)OC)C)C)C)OC. Cell line: SK-MEL-28. Synergy scores: CSS=6.64, Synergy_ZIP=-1.34, Synergy_Bliss=0.358, Synergy_Loewe=-5.91, Synergy_HSA=-2.54.